Dataset: Forward reaction prediction with 1.9M reactions from USPTO patents (1976-2016). Task: Predict the product of the given reaction. (1) Given the reactants [Cl:1][C:2]1[C:3]([CH:12]([N:15]=C(C2C=CC=CC=2)C2C=CC=CC=2)[C:13]#[N:14])=[N:4][CH:5]=[C:6]([C:8]([F:11])([F:10])[F:9])[CH:7]=1, predict the reaction product. The product is: [ClH:1].[NH2:15][CH:12]([C:3]1[C:2]([Cl:1])=[CH:7][C:6]([C:8]([F:10])([F:11])[F:9])=[CH:5][N:4]=1)[C:13]#[N:14]. (2) Given the reactants Br[C:2]1[CH:3]=[C:4]([C:7]([OH:9])=[O:8])[S:5][CH:6]=1.C([O-])([O-])=O.[K+].[K+].CC1(C)COB([C:23]2[N:27]([CH3:28])[N:26]=[CH:25][CH:24]=2)OC1, predict the reaction product. The product is: [CH3:28][N:27]1[C:23]([C:2]2[CH:3]=[C:4]([C:7]([OH:9])=[O:8])[S:5][CH:6]=2)=[CH:24][CH:25]=[N:26]1.